This data is from Full USPTO retrosynthesis dataset with 1.9M reactions from patents (1976-2016). The task is: Predict the reactants needed to synthesize the given product. (1) Given the product [Cl:22][C:23]1[C:24]2[C:28]([CH:29]=[CH:30][CH:31]=1)=[N:27][N:26]1[C:4](=[O:21])[CH:5]=[C:6]([CH:8]3[CH2:9][CH2:10][N:11]([C:14]([O:16][C:17]([CH3:18])([CH3:19])[CH3:20])=[O:15])[CH2:12][CH2:13]3)[NH:32][C:25]=21, predict the reactants needed to synthesize it. The reactants are: C(O[C:4](=[O:21])[CH2:5][C:6]([CH:8]1[CH2:13][CH2:12][N:11]([C:14]([O:16][C:17]([CH3:20])([CH3:19])[CH3:18])=[O:15])[CH2:10][CH2:9]1)=O)C.[Cl:22][C:23]1[CH:31]=[CH:30][CH:29]=[C:28]2[C:24]=1[C:25]([NH2:32])=[N:26][NH:27]2.P([O-])([O-])([O-])=O.[K+].[K+].[K+]. (2) Given the product [CH2:1]([O:8][C:9]([NH:11][C:12]1[C:13]([CH3:42])=[C:14]([C:18]2[C:30]3[C:29]4[C:24](=[CH:25][C:26]([N:31]5[CH2:32][CH2:33][O:34][CH2:35][CH2:36]5)=[CH:27][CH:28]=4)[NH:23][C:22]=3[C:21]([C:37]([OH:39])=[O:38])=[N:20][CH:19]=2)[CH:15]=[CH:16][CH:17]=1)=[O:10])[C:2]1[CH:3]=[CH:4][CH:5]=[CH:6][CH:7]=1, predict the reactants needed to synthesize it. The reactants are: [CH2:1]([O:8][C:9]([NH:11][C:12]1[C:13]([CH3:42])=[C:14]([C:18]2[C:30]3[C:29]4[C:24](=[CH:25][C:26]([N:31]5[CH2:36][CH2:35][O:34][CH2:33][CH2:32]5)=[CH:27][CH:28]=4)[NH:23][C:22]=3[C:21]([C:37]([O:39]CC)=[O:38])=[N:20][CH:19]=2)[CH:15]=[CH:16][CH:17]=1)=[O:10])[C:2]1[CH:7]=[CH:6][CH:5]=[CH:4][CH:3]=1.O.[OH-].[Li+]. (3) The reactants are: C1CCC(N=C=NC2CCCCC2)CC1.Cl.[C:17]1([CH:23]([NH:27][C:28]2[CH:33]=[CH:32][CH:31]=[C:30]([O:34][C:35]([F:38])([F:37])[F:36])[CH:29]=2)[C:24]([OH:26])=[O:25])[CH:22]=[CH:21][CH:20]=[CH:19][CH:18]=1.C1C=CC2N(O)N=NC=2C=1.[N:49]12[CH2:56][CH2:55][CH:52]([CH2:53][CH2:54]1)[C@@H:51](O)[CH2:50]2. Given the product [N:49]12[CH2:56][CH2:55][CH:52]([CH2:53][CH2:54]1)[C@@H:51]([O:25][C:24](=[O:26])[CH:23]([C:17]1[CH:18]=[CH:19][CH:20]=[CH:21][CH:22]=1)[NH:27][C:28]1[CH:33]=[CH:32][CH:31]=[C:30]([O:34][C:35]([F:36])([F:37])[F:38])[CH:29]=1)[CH2:50]2, predict the reactants needed to synthesize it. (4) Given the product [O:4]1[C:5]2([CH2:10][CH2:9][CH:8]([C:11]3[S:12][CH:13]=[CH:14][N:15]=3)[CH2:7][CH2:6]2)[O:1][CH2:2][CH2:3]1, predict the reactants needed to synthesize it. The reactants are: [O:1]1[C:5]2([CH2:10][CH2:9][C:8]([C:11]3[S:12][CH:13]=[CH:14][N:15]=3)=[CH:7][CH2:6]2)[O:4][CH2:3][CH2:2]1. (5) Given the product [ClH:1].[NH:18]1[CH2:17][CH2:16][CH:15]([O:14][C:13]2[CH:21]=[CH:22][C:10]([OH:9])=[CH:11][CH:12]=2)[CH2:20][CH2:19]1, predict the reactants needed to synthesize it. The reactants are: [ClH:1].C([O:9][C:10]1[CH:22]=[CH:21][C:13]([O:14][CH:15]2[CH2:20][CH2:19][NH:18][CH2:17][CH2:16]2)=[CH:12][CH:11]=1)C1C=CC=CC=1. (6) Given the product [CH3:12][C:8]([C:13]1[S:17][C:16]([NH:18][C:19](=[O:25])[CH:20]([NH:24][CH:3]([CH2:4][CH3:5])[CH2:2][CH3:1])[CH2:21][CH2:22][CH3:23])=[N:15][N:14]=1)([CH3:7])[CH2:9][CH2:10][CH3:11], predict the reactants needed to synthesize it. The reactants are: [CH3:1][CH2:2][C:3](=O)[CH2:4][CH3:5].[CH3:7][C:8]([C:13]1[S:17][C:16]([NH:18][C:19](=[O:25])[CH:20]([NH2:24])[CH2:21][CH2:22][CH3:23])=[N:15][N:14]=1)([CH3:12])[CH2:9][CH2:10][CH3:11].C(O[BH-](OC(=O)C)OC(=O)C)(=O)C.[Na+].C(O)(=O)C.[BH3-]C#N.[Na+]. (7) Given the product [C:21]([C:20]1[CH:23]=[CH:24][C:17]([N:11]2[C:12](=[O:16])[C:13]([CH3:14])([CH3:15])[N:9]([C:4]3[CH:5]=[CH:6][C:7]([O:8][CH:41]4[CH2:42][N:43]([C:45]([O:47][C:48]([CH3:51])([CH3:50])[CH3:49])=[O:46])[CH2:44]4)=[C:2]([F:1])[CH:3]=3)[C:10]2=[S:29])=[CH:18][C:19]=1[C:25]([F:26])([F:27])[F:28])#[N:22], predict the reactants needed to synthesize it. The reactants are: [F:1][C:2]1[CH:3]=[C:4]([N:9]2[C:13]([CH3:15])([CH3:14])[C:12](=[O:16])[N:11]([C:17]3[CH:24]=[CH:23][C:20]([C:21]#[N:22])=[C:19]([C:25]([F:28])([F:27])[F:26])[CH:18]=3)[C:10]2=[S:29])[CH:5]=[CH:6][C:7]=1[OH:8].S(O[CH:41]1[CH2:44][N:43]([C:45]([O:47][C:48]([CH3:51])([CH3:50])[CH3:49])=[O:46])[CH2:42]1)(C1C=CC(C)=CC=1)(=O)=O.C(=O)([O-])[O-].[K+].[K+].O.